From a dataset of Peptide-MHC class I binding affinity with 185,985 pairs from IEDB/IMGT. Regression. Given a peptide amino acid sequence and an MHC pseudo amino acid sequence, predict their binding affinity value. This is MHC class I binding data. (1) The peptide sequence is YLYNKYSFKL. The MHC is HLA-A02:03 with pseudo-sequence HLA-A02:03. The binding affinity (normalized) is 1.00. (2) The peptide sequence is HTQAIEGAW. The MHC is HLA-A02:12 with pseudo-sequence HLA-A02:12. The binding affinity (normalized) is 0.0847. (3) The peptide sequence is KPGPAKFSL. The MHC is HLA-A68:02 with pseudo-sequence HLA-A68:02. The binding affinity (normalized) is 0.0847. (4) The peptide sequence is LATLNTLIT. The MHC is HLA-A02:02 with pseudo-sequence HLA-A02:02. The binding affinity (normalized) is 0.348. (5) The peptide sequence is RLLPAALAC. The MHC is HLA-B15:03 with pseudo-sequence HLA-B15:03. The binding affinity (normalized) is 0.416. (6) The peptide sequence is RQRHYFDSA. The MHC is HLA-A25:01 with pseudo-sequence HLA-A25:01. The binding affinity (normalized) is 0.0847. (7) The peptide sequence is DTRGIFSAY. The MHC is HLA-B57:01 with pseudo-sequence HLA-B57:01. The binding affinity (normalized) is 0.0847. (8) The peptide sequence is ALYDVVSTL. The MHC is HLA-A02:06 with pseudo-sequence HLA-A02:06. The binding affinity (normalized) is 0.397. (9) The peptide sequence is AAMQRKLEK. The MHC is HLA-A31:01 with pseudo-sequence HLA-A31:01. The binding affinity (normalized) is 0.0795. (10) The peptide sequence is RTHTLRDAK. The MHC is HLA-A01:01 with pseudo-sequence HLA-A01:01. The binding affinity (normalized) is 0.0847.